Task: Predict the product of the given reaction.. Dataset: Forward reaction prediction with 1.9M reactions from USPTO patents (1976-2016) Given the reactants [NH:1](C(OCC1C2C(=CC=CC=2)C2C1=CC=CC=2)=O)[C@H:2]([C:10]([NH:12][C@H:13]([C:18]([O:20][C:21]([CH3:24])([CH3:23])[CH3:22])=[O:19])[CH2:14][CH:15]([CH3:17])[CH3:16])=[O:11])[CH2:3][S:4][CH2:5][NH:6][C:7]([CH3:9])=[O:8], predict the reaction product. The product is: [NH2:1][C@H:2]([C:10]([NH:12][C@H:13]([C:18]([O:20][C:21]([CH3:23])([CH3:22])[CH3:24])=[O:19])[CH2:14][CH:15]([CH3:16])[CH3:17])=[O:11])[CH2:3][S:4][CH2:5][NH:6][C:7]([CH3:9])=[O:8].